Dataset: Catalyst prediction with 721,799 reactions and 888 catalyst types from USPTO. Task: Predict which catalyst facilitates the given reaction. (1) Reactant: [F:1][C:2]1[CH:19]=[CH:18][C:5]([CH2:6][C:7]2[C:16]3[C:11](=[CH:12][CH:13]=[CH:14][CH:15]=3)[C:10](=[O:17])[NH:9][N:8]=2)=[CH:4][C:3]=1[N:20]=[C:21]=[O:22].[NH2:23][C@@H:24]([C:29]([OH:31])=[O:30])[CH2:25]C(O)=O.C(N(CC)CC)C.C(OCC)(=O)C. Product: [F:1][C:2]1[CH:19]=[CH:18][C:5]([CH2:6][C:7]2[C:16]3[C:11](=[CH:12][CH:13]=[CH:14][CH:15]=3)[C:10](=[O:17])[NH:9][N:8]=2)=[CH:4][C:3]=1[NH:20][C:21](=[O:22])[NH:23][CH:24]([CH3:25])[C:29]([OH:31])=[O:30]. The catalyst class is: 2. (2) Reactant: [Cl:1][CH2:2][CH2:3][CH2:4][N:5]1[C:13]([O:14]C)=[N:12][C:11]2[C:6]1=[N:7][C:8]([O:17][CH2:18][CH2:19][CH2:20][CH3:21])=[N:9][C:10]=2[NH2:16].Cl.N. The catalyst class is: 71. Product: [NH2:16][C:10]1[N:9]=[C:8]([O:17][CH2:18][CH2:19][CH2:20][CH3:21])[N:7]=[C:6]2[C:11]=1[NH:12][C:13](=[O:14])[N:5]2[CH2:4][CH2:3][CH2:2][Cl:1]. (3) Reactant: [NH:1]1[CH:5]=[CH:4][N:3]=[C:2]1[C:6]1[CH:11]=[CH:10][C:9]([CH2:12]O)=[CH:8][CH:7]=1.[C:14]([NH2:25])(=[O:24])[C:15]1[C:16](=[CH:20][CH:21]=[CH:22][CH:23]=1)[C:17](N)=[O:18].C1(P(C2C=CC=CC=2)C2C=CC=CC=2)C=CC=CC=1.CC(OC(/N=N/C(OC(C)C)=O)=O)C. Product: [NH:3]1[CH:4]=[CH:5][N:1]=[C:2]1[C:6]1[CH:7]=[CH:8][C:9]([CH2:12][N:25]2[C:14](=[O:24])[C:15]3[C:16](=[CH:20][CH:21]=[CH:22][CH:23]=3)[C:17]2=[O:18])=[CH:10][CH:11]=1. The catalyst class is: 1. (4) Reactant: [CH2:1]([O:3][C:4]([C:6]1[S:7][C:8](S(C)(=O)=O)=[C:9]2[C:14](=[O:15])[CH2:13][CH2:12][CH2:11][C:10]=12)=[O:5])[CH3:2].[CH3:20][Mg]Br.C(O)(=O)CC(CC(O)=O)(C(O)=O)O. Product: [CH2:1]([O:3][C:4]([C:6]1[S:7][C:8]([CH3:20])=[C:9]2[C:14](=[O:15])[CH2:13][CH2:12][CH2:11][C:10]=12)=[O:5])[CH3:2]. The catalyst class is: 365. (5) Reactant: [CH2:1]([C@H:8]1[C@H:16]([CH3:17])[O:15][C:14](=[O:18])[C@@H:13]([NH:19]C(=O)OCC2C=CC=CC=2)[CH2:12][O:11][CH2:10][C@@H:9]1[CH2:30][CH2:31][CH:32]([CH3:34])[CH3:33])[C:2]1[CH:7]=[CH:6][CH:5]=[CH:4][CH:3]=1. The catalyst class is: 99. Product: [NH2:19][C@H:13]1[CH2:12][O:11][CH2:10][C@H:9]([CH2:30][CH2:31][CH:32]([CH3:34])[CH3:33])[C@@H:8]([CH2:1][C:2]2[CH:3]=[CH:4][CH:5]=[CH:6][CH:7]=2)[C@H:16]([CH3:17])[O:15][C:14]1=[O:18]. (6) Reactant: C(OC(=O)[NH:7][CH2:8][C:9]1[CH:14]=[C:13]([CH:15]=[CH2:16])[C:12]([NH:17][S:18]([CH3:21])(=[O:20])=[O:19])=[C:11]([C:22]([F:25])([F:24])[F:23])[CH:10]=1)(C)(C)C. Product: [NH2:7][CH2:8][C:9]1[CH:14]=[C:13]([CH:15]=[CH2:16])[C:12]([NH:17][S:18]([CH3:21])(=[O:20])=[O:19])=[C:11]([C:22]([F:25])([F:23])[F:24])[CH:10]=1. The catalyst class is: 137. (7) Reactant: Cl.C(OCC)(=O)C.[CH2:8]([O:15][C:16]([NH:18][C@H:19]1[CH2:24][CH2:23][N:22]([C:25](OC(C)(C)C)=O)[CH2:21][C@H:20]1[O:32][CH3:33])=[O:17])[C:9]1[CH:14]=[CH:13][CH:12]=[CH:11][CH:10]=1.ClC1[CH:36]=[CH:37][C:38]([N+:45]([O-:47])=[O:46])=[C:39]([CH:44]=1)[C:40]([O:42][CH3:43])=[O:41].C(=O)([O-])[O-].[K+].[K+]. Product: [CH2:8]([O:15][C:16]([NH:18][C@H:19]1[CH2:24][CH2:23][N:22]([C:25]2[CH:36]=[CH:37][C:38]([N+:45]([O-:47])=[O:46])=[C:39]([CH:44]=2)[C:40]([O:42][CH3:43])=[O:41])[CH2:21][C@H:20]1[O:32][CH3:33])=[O:17])[C:9]1[CH:10]=[CH:11][CH:12]=[CH:13][CH:14]=1. The catalyst class is: 370. (8) Reactant: [OH:1][C:2]([C:5]1[CH:10]=[C:9]([C:11]([F:14])([F:13])[F:12])[N:8]=[C:7]([C:15]#N)[CH:6]=1)([CH3:4])[CH3:3].[OH-:17].[Na+].[OH2:19].Cl. Product: [OH:1][C:2]([C:5]1[CH:10]=[C:9]([C:11]([F:14])([F:13])[F:12])[N:8]=[C:7]([C:15]([OH:19])=[O:17])[CH:6]=1)([CH3:4])[CH3:3]. The catalyst class is: 8. (9) Reactant: [CH3:1][O:2][C:3]1[CH:4]=[C:5]([C:15]2[C:23](C(OCC)=O)=[C:18]3[CH:19]=[CH:20][CH:21]=[CH:22][N:17]3[N:16]=2)[CH:6]=[CH:7][C:8]=1[C:9]1[CH:14]=[CH:13][CH:12]=[CH:11][N:10]=1.S(=O)(=O)(O)O. Product: [CH3:1][O:2][C:3]1[CH:4]=[C:5]([C:15]2[CH:23]=[C:18]3[CH:19]=[CH:20][CH:21]=[CH:22][N:17]3[N:16]=2)[CH:6]=[CH:7][C:8]=1[C:9]1[CH:14]=[CH:13][CH:12]=[CH:11][N:10]=1. The catalyst class is: 813. (10) Reactant: CS(O[CH2:6][C:7]1[C:8]([Cl:14])=[N:9][CH:10]=[C:11]([Br:13])[CH:12]=1)(=O)=O.[C:15]1([S:21]([O-:23])=[O:22])[CH:20]=[CH:19][CH:18]=[CH:17][CH:16]=1.[Na+].C(=O)(O)[O-].[Na+].O. Product: [Br:13][C:11]1[CH:12]=[C:7]([CH2:6][S:21]([C:15]2[CH:20]=[CH:19][CH:18]=[CH:17][CH:16]=2)(=[O:23])=[O:22])[C:8]([Cl:14])=[N:9][CH:10]=1. The catalyst class is: 39.